This data is from Full USPTO retrosynthesis dataset with 1.9M reactions from patents (1976-2016). The task is: Predict the reactants needed to synthesize the given product. (1) Given the product [NH:1]1[C:5]2=[N:6][CH:7]=[CH:8][CH:9]=[C:4]2[C:3]([C:10]2[N:11]=[C:12]([CH2:15][NH:16][C:29](=[O:30])[C:28]3[CH:32]=[CH:33][CH:34]=[C:26]([O:25][CH3:24])[CH:27]=3)[S:13][CH:14]=2)=[CH:2]1, predict the reactants needed to synthesize it. The reactants are: [NH:1]1[C:5]2=[N:6][CH:7]=[CH:8][CH:9]=[C:4]2[C:3]([C:10]2[N:11]=[C:12]([CH2:15][NH2:16])[S:13][CH:14]=2)=[CH:2]1.C(N(CC)CC)C.[CH3:24][O:25][C:26]1[CH:27]=[C:28]([CH:32]=[CH:33][CH:34]=1)[C:29](Cl)=[O:30]. (2) The reactants are: Br[C:2]1[CH:3]=[CH:4][C:5]([F:8])=[N:6][CH:7]=1.[CH3:9][N:10]1[CH:14]=[C:13](B2OC(C)(C)C(C)(C)O2)[CH:12]=[N:11]1.C([O-])([O-])=O.[K+].[K+]. Given the product [F:8][C:5]1[CH:4]=[CH:3][C:2]([C:13]2[CH:12]=[N:11][N:10]([CH3:9])[CH:14]=2)=[CH:7][N:6]=1, predict the reactants needed to synthesize it.